From a dataset of Full USPTO retrosynthesis dataset with 1.9M reactions from patents (1976-2016). Predict the reactants needed to synthesize the given product. (1) Given the product [Cl:27][C:2]1[C:11]2[C:12](=[O:20])[O:13][C:14]3([CH2:19][CH2:18][O:17][CH2:16][CH2:15]3)[C:10]=2[C:9]2[C:8](=[O:21])[CH2:7][C:6]([CH3:23])([CH3:22])[CH2:5][C:4]=2[N:3]=1, predict the reactants needed to synthesize it. The reactants are: O[C:2]1[C:11]2[C:12](=[O:20])[O:13][C:14]3([CH2:19][CH2:18][O:17][CH2:16][CH2:15]3)[C:10]=2[C:9]2[C:8](=[O:21])[CH2:7][C:6]([CH3:23])([CH3:22])[CH2:5][C:4]=2[N:3]=1.O.O=P(Cl)(Cl)[Cl:27]. (2) Given the product [CH2:16]([O:15][C:10]1[CH:9]=[CH:8][C:7]([C:5]#[N:6])=[CH:12][C:11]=1[C:13]#[N:14])[CH:17]([CH3:19])[CH3:18], predict the reactants needed to synthesize it. The reactants are: CC1[N:6]=[C:5]([C:7]2[CH:8]=[CH:9][C:10]([O:15][CH2:16][CH:17]([CH3:19])[CH3:18])=[C:11]([C:13]#[N:14])[CH:12]=2)SC=1C(O)=O.[N+](C1C=CC(C#N)=CC=1)([O-])=O.[C-]#N.[K+].C(Br)C(C)C.C([O-])([O-])=O.[K+].[K+].